This data is from Forward reaction prediction with 1.9M reactions from USPTO patents (1976-2016). The task is: Predict the product of the given reaction. Given the reactants CC[N:3]([CH2:6][CH3:7])[CH2:4]C.C1(P(N=[N+]=[N-])(C2C=CC=CC=2)=[O:15])C=CC=CC=1.[CH3:25][O:26][C:27](=[O:45])[C:28]1[CH:36]=[C:35]([O:37][CH2:38][C:39]2[CH:44]=[CH:43][CH:42]=[CH:41][CH:40]=2)[CH:34]=C(C(O)=O)C=1.[CH3:46][Si:47]([CH3:52])([CH3:51])[CH2:48][CH2:49][OH:50], predict the reaction product. The product is: [CH3:25][O:26][C:27](=[O:45])[C:28]1[CH:7]=[C:6]([NH:3][C:4]([O:50][CH2:49][CH2:48][Si:47]([CH3:52])([CH3:51])[CH3:46])=[O:15])[CH:34]=[C:35]([O:37][CH2:38][C:39]2[CH:40]=[CH:41][CH:42]=[CH:43][CH:44]=2)[CH:36]=1.